This data is from Catalyst prediction with 721,799 reactions and 888 catalyst types from USPTO. The task is: Predict which catalyst facilitates the given reaction. (1) Reactant: [C:1]([C:4]1[C:9]([O:10][CH3:11])=[CH:8][C:7]([NH2:12])=[CH:6][C:5]=1[O:13][CH3:14])([CH3:3])=[CH2:2]. Product: [CH:1]([C:4]1[C:9]([O:10][CH3:11])=[CH:8][C:7]([NH2:12])=[CH:6][C:5]=1[O:13][CH3:14])([CH3:3])[CH3:2]. The catalyst class is: 29. (2) Reactant: [CH3:1][C:2]1[C:3]([CH2:9][N:10]([CH:16]2[C:25]3[N:24]=[CH:23][CH:22]=[CH:21][C:20]=3[CH2:19][CH2:18][CH2:17]2)[CH2:11][CH2:12][CH2:13][CH2:14][NH2:15])=[N:4][CH:5]=[C:6]([CH3:8])[CH:7]=1.[OH-].[Na+]. Product: [CH3:1][C:2]1[C:3]([CH2:9][N:10]([C@@H:16]2[C:25]3[N:24]=[CH:23][CH:22]=[CH:21][C:20]=3[CH2:19][CH2:18][CH2:17]2)[CH2:11][CH2:12][CH2:13][CH2:14][NH2:15])=[N:4][CH:5]=[C:6]([CH3:8])[CH:7]=1. The catalyst class is: 6. (3) Reactant: [Br:1][C:2]1[C:11]2[C:6](=[CH:7][C:8]([NH:12][CH3:13])=[CH:9][CH:10]=2)[C:5](=[O:14])[N:4]([CH:15]([CH3:17])[CH3:16])[N:3]=1.[H-].[Na+].[CH3:20][O:21][CH2:22][C:23](Cl)=[O:24].O. Product: [Br:1][C:2]1[C:11]2[C:6](=[CH:7][C:8]([N:12]([CH3:13])[C:23](=[O:24])[CH2:22][O:21][CH3:20])=[CH:9][CH:10]=2)[C:5](=[O:14])[N:4]([CH:15]([CH3:17])[CH3:16])[N:3]=1. The catalyst class is: 3. (4) Reactant: [CH3:1][O:2][C:3]([C:5]1[N:6]([CH3:23])[N:7]=[C:8]([O:10][CH2:11][C:12]2[C:13]([CH2:19][CH2:20][CH2:21][CH3:22])=[N:14][O:15][C:16]=2[CH:17]=[O:18])[CH:9]=1)=[O:4].[BH4-].[Na+]. Product: [CH3:1][O:2][C:3]([C:5]1[N:6]([CH3:23])[N:7]=[C:8]([O:10][CH2:11][C:12]2[C:13]([CH2:19][CH2:20][CH2:21][CH3:22])=[N:14][O:15][C:16]=2[CH2:17][OH:18])[CH:9]=1)=[O:4]. The catalyst class is: 5. (5) Product: [Cl:1][C:2]1[N:7]=[C:6]([C:8](=[O:10])[CH3:9])[C:5]2[C:11]([O:33][CH3:34])=[N:12][N:13]([C:14]([C:21]3[CH:26]=[CH:25][CH:24]=[CH:23][CH:22]=3)([C:15]3[CH:16]=[CH:17][CH:18]=[CH:19][CH:20]=3)[C:27]3[CH:32]=[CH:31][CH:30]=[CH:29][CH:28]=3)[C:4]=2[CH:3]=1. The catalyst class is: 797. Reactant: [Cl:1][C:2]1[N:7]=[C:6]([CH:8]([OH:10])[CH3:9])[C:5]2[C:11]([O:33][CH3:34])=[N:12][N:13]([C:14]([C:27]3[CH:32]=[CH:31][CH:30]=[CH:29][CH:28]=3)([C:21]3[CH:26]=[CH:25][CH:24]=[CH:23][CH:22]=3)[C:15]3[CH:20]=[CH:19][CH:18]=[CH:17][CH:16]=3)[C:4]=2[CH:3]=1.CC(OI1(OC(C)=O)(OC(C)=O)OC(=O)C2C=CC=CC1=2)=O. (6) Reactant: [Br:1][C:2]1[CH:3]=[C:4]([CH:6]=[C:7]([CH:18]2[CH2:20][CH2:19]2)[C:8]=1[O:9][C:10]1[CH:15]=[CH:14][C:13]([F:16])=[CH:12][C:11]=1[F:17])[NH2:5].C(N(CC)CC)C.[CH2:28]([S:30](Cl)(=[O:32])=[O:31])[CH3:29].[OH-].[Na+].[Cl-].[NH4+]. Product: [Br:1][C:2]1[CH:3]=[C:4]([NH:5][S:30]([CH2:28][CH3:29])(=[O:32])=[O:31])[CH:6]=[C:7]([CH:18]2[CH2:20][CH2:19]2)[C:8]=1[O:9][C:10]1[CH:15]=[CH:14][C:13]([F:16])=[CH:12][C:11]=1[F:17]. The catalyst class is: 269.